From a dataset of Peptide-MHC class II binding affinity with 134,281 pairs from IEDB. Regression. Given a peptide amino acid sequence and an MHC pseudo amino acid sequence, predict their binding affinity value. This is MHC class II binding data. (1) The peptide sequence is AVWVDGKARTAWVDS. The MHC is HLA-DPA10103-DPB10401 with pseudo-sequence HLA-DPA10103-DPB10401. The binding affinity (normalized) is 0.193. (2) The peptide sequence is YCYLATVSDLSTKAA. The MHC is DRB1_1501 with pseudo-sequence DRB1_1501. The binding affinity (normalized) is 0.718. (3) The peptide sequence is AIVYYSMYGHIKKMA. The MHC is DRB1_1302 with pseudo-sequence DRB1_1302. The binding affinity (normalized) is 0.515. (4) The peptide sequence is PPTVTIFKISKTVSE. The MHC is HLA-DQA10102-DQB10602 with pseudo-sequence HLA-DQA10102-DQB10602. The binding affinity (normalized) is 0.398. (5) The peptide sequence is NKYLEEHPSAGKDPK. The MHC is DRB3_0101 with pseudo-sequence DRB3_0101. The binding affinity (normalized) is 0. (6) The peptide sequence is KGSNPNYLALLVKYV. The MHC is HLA-DQA10102-DQB10602 with pseudo-sequence HLA-DQA10102-DQB10602. The binding affinity (normalized) is 0.269. (7) The peptide sequence is GGNFAGGGFGMLLRK. The MHC is DRB5_0101 with pseudo-sequence DRB5_0101. The binding affinity (normalized) is 0.421.